This data is from Full USPTO retrosynthesis dataset with 1.9M reactions from patents (1976-2016). The task is: Predict the reactants needed to synthesize the given product. (1) Given the product [F:20][C:14]1[CH:13]=[CH:12][C:11]([S:8]([CH3:21])(=[O:10])=[O:9])=[CH:19][C:15]=1[C:16]([OH:18])=[O:17], predict the reactants needed to synthesize it. The reactants are: S([O-])([O-])=O.[Na+].[Na+].Cl[S:8]([C:11]1[CH:12]=[CH:13][C:14]([F:20])=[C:15]([CH:19]=1)[C:16]([OH:18])=[O:17])(=[O:10])=[O:9].[CH3:21]C(C)=O. (2) Given the product [CH3:34][O:33][C:30]1[CH:31]=[CH:32][C:27]([CH2:26][C:21]2([C:19]([NH:18][C@H:17]([C:35]([OH:37])=[O:36])[CH2:16][C:15]3[CH:38]=[CH:39][C:12]([N:3]4[C:2](=[O:1])[CH:10]5[CH:5]([CH2:6][NH:7][CH2:8][CH2:9]5)[C:4]4=[O:11])=[CH:13][CH:14]=3)=[O:20])[CH2:22][CH2:23][CH2:24][CH2:25]2)=[CH:28][CH:29]=1, predict the reactants needed to synthesize it. The reactants are: [O:1]=[C:2]1[C:10]2[CH:9]=[CH:8][N:7]=[CH:6][C:5]=2[C:4](=[O:11])[N:3]1[C:12]1[CH:39]=[CH:38][C:15]([CH2:16][C@@H:17]([C:35]([OH:37])=[O:36])[NH:18][C:19]([C:21]2([CH2:26][C:27]3[CH:32]=[CH:31][C:30]([O:33][CH3:34])=[CH:29][CH:28]=3)[CH2:25][CH2:24][CH2:23][CH2:22]2)=[O:20])=[CH:14][CH:13]=1.